From a dataset of Catalyst prediction with 721,799 reactions and 888 catalyst types from USPTO. Predict which catalyst facilitates the given reaction. (1) Reactant: CC1(C)C(C)(C)OB([C:9]2[CH:14]=[CH:13][C:12]([N:15]3[C:19]4=[N:20][CH:21]=[N:22][CH:23]=[C:18]4[CH:17]=[N:16]3)=[CH:11][CH:10]=2)O1.[OH-:25].[Na+].OO. Product: [N:15]1([C:12]2[CH:13]=[CH:14][C:9]([OH:25])=[CH:10][CH:11]=2)[C:19]2=[N:20][CH:21]=[N:22][CH:23]=[C:18]2[CH:17]=[N:16]1. The catalyst class is: 1. (2) Reactant: CCN(C(C)C)C(C)C.F[C:11]1[C:12]([CH3:31])=[N:13][C:14]2[C:19]([N:20]=1)=[C:18]([C:21]1[NH:29][C:28]3[CH2:27][CH2:26][NH:25][C:24](=[O:30])[C:23]=3[CH:22]=1)[CH:17]=[CH:16][CH:15]=2.[NH2:32][CH:33]1[CH2:36][CH:35]([OH:37])[CH2:34]1. Product: [OH:37][CH:35]1[CH2:36][CH:33]([NH:32][C:11]2[C:12]([CH3:31])=[N:13][C:14]3[C:19]([N:20]=2)=[C:18]([C:21]2[NH:29][C:28]4[CH2:27][CH2:26][NH:25][C:24](=[O:30])[C:23]=4[CH:22]=2)[CH:17]=[CH:16][CH:15]=3)[CH2:34]1. The catalyst class is: 16. (3) Product: [Br:7][C:8]1[CH:13]=[CH:12][C:11]([Cl:14])=[CH:10][C:9]=1[CH2:15][CH2:16][NH2:18]. The catalyst class is: 1. Reactant: B.C1COCC1.[Br:7][C:8]1[CH:13]=[CH:12][C:11]([Cl:14])=[CH:10][C:9]=1[CH2:15][C:16]([NH2:18])=O.Cl.CO. (4) Product: [C:25]([O:24][C:22]([C:8]1[NH:9][C:10]2[CH2:11][CH2:12][CH2:13][N:14]([CH2:15][CH2:16][N:17]3[CH2:21][CH2:20][CH2:19][CH2:18]3)[C:4](=[O:3])[C:6]=2[C:7]=1[CH3:29])=[O:23])([CH3:28])([CH3:27])[CH3:26]. Reactant: C([O:3][C:4]([C:6]1[C:7]([CH3:29])=[C:8]([C:22]([O:24][C:25]([CH3:28])([CH3:27])[CH3:26])=[O:23])[NH:9][C:10]=1[CH2:11][CH2:12][CH2:13][NH:14][CH2:15][CH2:16][N:17]1[CH2:21][CH2:20][CH2:19][CH2:18]1)=O)C.C[Al](C)C. The catalyst class is: 11. (5) Reactant: C(OC([N:8]1[CH2:13][CH2:12][N:11]([C:14](=[O:39])[C:15]2[CH:20]=[CH:19][C:18]([NH:21][C:22]3[N:27]=[CH:26][C:25]([NH:28][C:29](=[O:38])[C:30]4[C:35]([CH3:36])=[CH:34][CH:33]=[CH:32][C:31]=4[CH3:37])=[CH:24][N:23]=3)=[CH:17][CH:16]=2)[CH2:10][CH2:9]1)=O)(C)(C)C. Product: [CH3:37][C:31]1[CH:32]=[CH:33][CH:34]=[C:35]([CH3:36])[C:30]=1[C:29]([NH:28][C:25]1[CH:24]=[N:23][C:22]([NH:21][C:18]2[CH:17]=[CH:16][C:15]([C:14]([N:11]3[CH2:10][CH2:9][NH:8][CH2:13][CH2:12]3)=[O:39])=[CH:20][CH:19]=2)=[N:27][CH:26]=1)=[O:38]. The catalyst class is: 137. (6) Reactant: C(OC(=O)[NH:7][C@H:8]([CH3:13])[CH2:9][CH2:10][C:11]#[N:12])(C)(C)C.[C:15]([OH:21])([C:17]([F:20])([F:19])[F:18])=[O:16]. Product: [F:18][C:17]([F:20])([F:19])[C:15]([OH:21])=[O:16].[NH2:7][C@H:8]([CH3:13])[CH2:9][CH2:10][C:11]#[N:12]. The catalyst class is: 4. (7) Reactant: F[C:2]1[C:10]([N+:11]([O-:13])=[O:12])=[CH:9][CH:8]=[C:7]([F:14])[C:3]=1[C:4]([OH:6])=[O:5].CCN(CC)CC.[CH:22]1([NH2:25])[CH2:24][CH2:23]1.Cl. Product: [CH:22]1([NH:25][C:2]2[C:10]([N+:11]([O-:13])=[O:12])=[CH:9][CH:8]=[C:7]([F:14])[C:3]=2[C:4]([OH:6])=[O:5])[CH2:24][CH2:23]1. The catalyst class is: 6. (8) Reactant: Cl[C:2]1[C:3]2[C:4](=[CH:17][N:18](CC3C=CC(OC)=CC=3)[N:19]=2)[N:5]=[C:6]([C:8]2[CH:9]=[C:10]3[NH:16][CH:15]=[CH:14][C:11]3=[N:12][CH:13]=2)[N:7]=1.[CH3:29][C:30]1[NH:34][C:33]2[CH:35]=[CH:36][C:37]([NH2:39])=[CH:38][C:32]=2[N:31]=1.Cl. Product: [CH3:29][C:30]1[NH:34][C:33]2[CH:35]=[CH:36][C:37]([NH:39][C:2]3[C:3]4[NH:19][N:18]=[CH:17][C:4]=4[N:5]=[C:6]([C:8]4[CH:9]=[C:10]5[NH:16][CH:15]=[CH:14][C:11]5=[N:12][CH:13]=4)[N:7]=3)=[CH:38][C:32]=2[N:31]=1. The catalyst class is: 71. (9) Reactant: [O:1]=[S:2]1(=[O:26])[C:7]2[CH:8]=[C:9]([O:12][C:13]3[CH:14]=[C:15]([C:19](=[N:21][OH:22])[NH2:20])[CH:16]=[CH:17][CH:18]=3)[CH:10]=[CH:11][C:6]=2[N:5]2[CH2:23][CH2:24][CH2:25][C:4]2=[N:3]1.[C:27](N1C=CN=C1)(N1C=CN=C1)=[S:28].C1CCN2C(=NCCC2)CC1. Product: [O:26]=[S:2]1(=[O:1])[C:7]2[CH:8]=[C:9]([O:12][C:13]3[CH:14]=[C:15]([C:19]4[NH:20][C:27](=[S:28])[O:22][N:21]=4)[CH:16]=[CH:17][CH:18]=3)[CH:10]=[CH:11][C:6]=2[N:5]2[CH2:23][CH2:24][CH2:25][C:4]2=[N:3]1. The catalyst class is: 23. (10) Reactant: [CH2:1]([O:8][C:9](=[O:19])[NH:10][CH2:11][C@H:12]([NH2:18])[C@@H:13]([OH:17])[C:14]#[C:15][CH3:16])[C:2]1[CH:7]=[CH:6][CH:5]=[CH:4][CH:3]=1.[CH:20](N(CC)C(C)C)(C)C.[CH2:29]([NH:31][C:32](=[O:51])[NH:33][C:34]1[CH:46]=[CH:45][C:44]([C:47]([F:50])([F:49])[F:48])=[CH:43][C:35]=1[C:36]([NH:38][CH2:39][C:40]([OH:42])=O)=[O:37])[CH3:30].F[P-](F)(F)(F)(F)F.N1(O[P+](N(C)C)(N(C)C)N(C)C)C2C=CC=CC=2N=N1. Product: [OH:17][C@@H:13]([C:14]#[C:15][CH3:16])[C@@H:12]([NH:18][C:40](=[O:42])[CH2:39][NH:38][C:36](=[O:37])[C:35]1[CH:43]=[C:44]([C:47]([F:50])([F:49])[F:48])[CH:45]=[CH:46][C:34]=1[NH:33][C:32]([NH:31][CH:29]([CH3:30])[CH3:20])=[O:51])[CH2:11][NH:10][C:9](=[O:19])[O:8][CH2:1][C:2]1[CH:3]=[CH:4][CH:5]=[CH:6][CH:7]=1. The catalyst class is: 2.